This data is from Forward reaction prediction with 1.9M reactions from USPTO patents (1976-2016). The task is: Predict the product of the given reaction. Given the reactants [CH:1](=[O:10])/[CH:2]=[CH:3]/[C:4]1[CH:9]=[CH:8][CH:7]=[CH:6][CH:5]=1.C1(C)C=CC(S([CH2:20][N+:21]#[C-:22])(=O)=O)=CC=1.C(=O)([O-])[O-].[K+].[K+], predict the reaction product. The product is: [CH:2](/[C:1]1[O:10][CH:22]=[N:21][CH:20]=1)=[CH:3]\[C:4]1[CH:9]=[CH:8][CH:7]=[CH:6][CH:5]=1.